Dataset: Full USPTO retrosynthesis dataset with 1.9M reactions from patents (1976-2016). Task: Predict the reactants needed to synthesize the given product. (1) The reactants are: Cl[C:2]1[N:3]=[C:4]([NH:17][CH2:18][C:19]2[CH:24]=[CH:23][CH:22]=[CH:21][N:20]=2)[C:5]2[C:10]([C:11]3[CH:16]=[CH:15][CH:14]=[CH:13][CH:12]=3)=[CH:9][S:8][C:6]=2[N:7]=1.Cl.[NH:26]1[CH2:34][CH2:33][CH2:32][C@H:28]([C:29]([OH:31])=[O:30])[CH2:27]1.C(N(C(C)C)CC)(C)C.N1CCCC(C(O)=O)C1.[OH-].[Na+]. Given the product [C:11]1([C:10]2[C:5]3[C:4]([NH:17][CH2:18][C:19]4[CH:24]=[CH:23][CH:22]=[CH:21][N:20]=4)=[N:3][C:2]([N:26]4[CH2:34][CH2:33][CH2:32][C@H:28]([C:29]([OH:31])=[O:30])[CH2:27]4)=[N:7][C:6]=3[S:8][CH:9]=2)[CH:16]=[CH:15][CH:14]=[CH:13][CH:12]=1, predict the reactants needed to synthesize it. (2) Given the product [N:21]1([C:12]2[C:13]3[S:18][CH:17]=[CH:16][C:14]=3[N:15]=[CH:10][N:11]=2)[CH2:22][CH2:23][O:24][CH2:25][CH2:26]1, predict the reactants needed to synthesize it. The reactants are: N1C2C(=C([C:10]3[N:11]=[C:12]([N:21]4[CH2:26][CH2:25][O:24][CH2:23][CH2:22]4)[C:13]4[S:18][C:17](C=O)=[CH:16][C:14]=4[N:15]=3)C=CC=2)C=C1.C[O-].[Na+]. (3) The reactants are: [Cu](C#N)C#N.[C:6]([Mg]Cl)([CH3:9])([CH3:8])[CH3:7].Br[C:13]1[CH:14]=[CH:15][C:16]([NH:19][C:20](=[O:26])[O:21][C:22]([CH3:25])([CH3:24])[CH3:23])=[N:17][CH:18]=1. Given the product [C:6]([C:13]1[CH:14]=[CH:15][C:16]([NH:19][C:20](=[O:26])[O:21][C:22]([CH3:25])([CH3:24])[CH3:23])=[N:17][CH:18]=1)([CH3:9])([CH3:8])[CH3:7], predict the reactants needed to synthesize it. (4) The reactants are: [Si]([O:8][C:9]1[CH:14]=[CH:13][C:12]([N:15]([C:54]2[CH:59]=[CH:58][CH:57]=[CH:56][CH:55]=2)[C:16]([C:18]2[CH:22]=[C:21]([C:23]3[CH:28]=[C:27]([Cl:29])[CH:26]=[CH:25][C:24]=3[C:30]([N:32]3[C@H:41]([CH2:42][O:43][CH2:44][CH2:45][N:46]4[CH2:51][CH2:50][O:49][CH2:48][CH2:47]4)[CH2:40][C:39]4[C:34](=[CH:35][CH:36]=[CH:37][CH:38]=4)[CH2:33]3)=[O:31])[N:20]([CH3:52])[C:19]=2[CH3:53])=[O:17])=[CH:11][CH:10]=1)(C(C)(C)C)(C)C.[OH-].[K+].C(=O)(O)[O-].[Na+]. Given the product [ClH:29].[Cl:29][C:27]1[CH:26]=[CH:25][C:24]([C:30]([N:32]2[C@H:41]([CH2:42][O:43][CH2:44][CH2:45][N:46]3[CH2:51][CH2:50][O:49][CH2:48][CH2:47]3)[CH2:40][C:39]3[C:34](=[CH:35][CH:36]=[CH:37][CH:38]=3)[CH2:33]2)=[O:31])=[C:23]([C:21]2[N:20]([CH3:52])[C:19]([CH3:53])=[C:18]([C:16]([N:15]([C:12]3[CH:11]=[CH:10][C:9]([OH:8])=[CH:14][CH:13]=3)[C:54]3[CH:55]=[CH:56][CH:57]=[CH:58][CH:59]=3)=[O:17])[CH:22]=2)[CH:28]=1, predict the reactants needed to synthesize it. (5) Given the product [C:1]([C:5]1[CH:6]=[CH:7][C:8]([S:11]([NH:14][C:15]2[N:19]([CH3:20])[N:18]=[C:17]([O:21][CH2:22][CH2:23][O:24][CH3:25])[C:16]=2[C:26]2[CH:31]=[CH:30][C:29]([CH3:32])=[CH:28][CH:27]=2)(=[O:12])=[O:13])=[CH:9][CH:10]=1)([CH3:4])([CH3:3])[CH3:2], predict the reactants needed to synthesize it. The reactants are: [C:1]([C:5]1[CH:10]=[CH:9][C:8]([S:11]([N:14](S(C2C=CC(C(C)(C)C)=CC=2)(=O)=O)[C:15]2[N:19]([CH3:20])[N:18]=[C:17]([O:21][CH2:22][CH2:23][O:24][CH3:25])[C:16]=2[C:26]2[CH:31]=[CH:30][C:29]([CH3:32])=[CH:28][CH:27]=2)(=[O:13])=[O:12])=[CH:7][CH:6]=1)([CH3:4])([CH3:3])[CH3:2].[OH-].[Na+]. (6) Given the product [Cl:1][C:2]1[C:10]([CH3:11])=[C:9]([F:12])[CH:8]=[CH:7][C:3]=1[C:4]([NH2:18])=[O:5], predict the reactants needed to synthesize it. The reactants are: [Cl:1][C:2]1[C:10]([CH3:11])=[C:9]([F:12])[CH:8]=[CH:7][C:3]=1[C:4](O)=[O:5].S(Cl)(Cl)=O.C[N:18](C=O)C. (7) Given the product [O:10]1[C:11]2[CH:21]=[CH:20][CH:19]=[CH:18][C:12]=2[CH:13]=[C:14]1[C:2]1[C:3]([NH2:9])=[N:4][CH:5]=[C:6]([Br:8])[N:7]=1, predict the reactants needed to synthesize it. The reactants are: Br[C:2]1[C:3]([NH2:9])=[N:4][CH:5]=[C:6]([Br:8])[N:7]=1.[O:10]1[C:14](B(O)O)=[CH:13][C:12]2[CH:18]=[CH:19][CH:20]=[CH:21][C:11]1=2.C([O-])(O)=O.[Na+].O.